From a dataset of Forward reaction prediction with 1.9M reactions from USPTO patents (1976-2016). Predict the product of the given reaction. (1) Given the reactants [C:1]([C:3]1[CH:8]=[CH:7][C:6](B(O)O)=[CH:5][CH:4]=1)#[N:2].C(=O)([O-])[O-].[Cs+].[Cs+].[F-].[Cs+].Br[C:21]1[CH:22]=[C:23]2[C:28](=[CH:29][CH:30]=1)[N:27]=[C:26]([CH3:31])[CH:25]=[N:24]2, predict the reaction product. The product is: [CH3:31][C:26]1[CH:25]=[N:24][C:23]2[C:28]([N:27]=1)=[CH:29][C:30]([C:6]1[CH:7]=[CH:8][C:3]([C:1]#[N:2])=[CH:4][CH:5]=1)=[CH:21][CH:22]=2. (2) Given the reactants C(OC([C:6]1[N:7]([CH:26]([CH3:36])[CH2:27][NH:28][C:29]([O:31]C(C)(C)C)=O)[C:8]2[C:13]([CH:14]=1)=[CH:12][C:11]([O:15][CH:16]1[CH2:21][CH2:20][N:19]([CH:22]([CH3:24])[CH3:23])[CH2:18][CH2:17]1)=[C:10]([Br:25])[CH:9]=2)=O)C.FC(F)(F)C(O)=O.C(=O)([O-])[O-].[K+].[K+], predict the reaction product. The product is: [Br:25][C:10]1[C:11]([O:15][CH:16]2[CH2:17][CH2:18][N:19]([CH:22]([CH3:24])[CH3:23])[CH2:20][CH2:21]2)=[CH:12][C:13]2[CH:14]=[C:6]3[C:29](=[O:31])[NH:28][CH2:27][C@@H:26]([CH3:36])[N:7]3[C:8]=2[CH:9]=1. (3) Given the reactants Cl[C:2]1[N:10]=[CH:9][CH:8]=[CH:7][C:3]=1[C:4]([OH:6])=[O:5].[NH2:11][C:12]1[CH:20]=[CH:19][C:15]2=[N:16][S:17][N:18]=[C:14]2[CH:13]=1.C(=O)([O-])[O-].[K+].[K+], predict the reaction product. The product is: [N:16]1[S:17][N:18]=[C:14]2[CH:13]=[C:12]([NH:11][C:2]3[N:10]=[CH:9][CH:8]=[CH:7][C:3]=3[C:4]([OH:6])=[O:5])[CH:20]=[CH:19][C:15]=12.